Task: Regression/Classification. Given a drug SMILES string, predict its absorption, distribution, metabolism, or excretion properties. Task type varies by dataset: regression for continuous measurements (e.g., permeability, clearance, half-life) or binary classification for categorical outcomes (e.g., BBB penetration, CYP inhibition). Dataset: cyp1a2_veith.. Dataset: CYP1A2 inhibition data for predicting drug metabolism from PubChem BioAssay (1) The molecule is CC(C)(C)c1ccc(S(=O)(=O)N2CC3CC(C2)c2cccc(=O)n2C3)cc1. The result is 0 (non-inhibitor). (2) The drug is Cc1cccc(NS(=O)(=O)c2c(C)n[nH]c2C)c1. The result is 0 (non-inhibitor). (3) The compound is OCCCSCCO. The result is 0 (non-inhibitor). (4) The result is 0 (non-inhibitor). The compound is CC1=C(O)C(=O)[C@H]2O[C@@H]2C1=O.